Dataset: Reaction yield outcomes from USPTO patents with 853,638 reactions. Task: Predict the reaction yield, written as a fraction of the theoretical maximum amount of product (1.0 means a 100% yield; for example, 0.34 means a 34% yield). (1) The product is [S:1]1[C:9]2[CH:8]=[C:7]([C:10]([OH:12])=[O:11])[N:6]=[CH:5][C:4]=2[CH:3]=[CH:2]1. The catalyst is CO.O. The reactants are [S:1]1[C:9]2[CH:8]=[C:7]([C:10]([O:12]C)=[O:11])[N:6]=[CH:5][C:4]=2[CH:3]=[CH:2]1.[OH-].[Na+]. The yield is 0.430. (2) The reactants are [CH3:1][O:2][C:3]1[C:10]([O:11][CH3:12])=[C:9]([O:13][CH3:14])[CH:8]=[CH:7][C:4]=1[CH2:5][OH:6].F[C:16]1[CH:21]=[CH:20][CH:19]=[CH:18][C:17]=1[N+:22]([O-:24])=[O:23].[CH3:25][O:26][C:27]1[C:41]([O:42][CH3:43])=[C:40]([O:44][CH3:45])[CH:39]=[CH:38][C:28]=1[CH2:29][O:30][C:31]1[CH:37]=[CH:36][CH:35]=[CH:34][C:32]=1[NH2:33].[NH2:46][C:47]1[S:48][CH:49]=[CH:50][N:51]=1. No catalyst specified. The product is [CH3:1][O:2][C:3]1[C:10]([O:11][CH3:12])=[C:9]([O:13][CH3:14])[CH:8]=[CH:7][C:4]=1[CH2:5][O:6][C:16]1[CH:21]=[CH:20][CH:19]=[CH:18][C:17]=1[N+:22]([O-:24])=[O:23].[CH3:25][O:26][C:27]1[C:41]([O:42][CH3:43])=[C:40]([O:44][CH3:45])[CH:39]=[CH:38][C:28]=1[CH2:29][O:30][C:31]1[CH:37]=[CH:36][CH:35]=[CH:34][C:32]=1[NH:33][C:14]([NH:46][C:47]1[S:48][CH:49]=[CH:50][N:51]=1)=[O:13]. The yield is 0.720.